This data is from Catalyst prediction with 721,799 reactions and 888 catalyst types from USPTO. The task is: Predict which catalyst facilitates the given reaction. Reactant: [NH2:1][C:2]1[C:7]([CH3:8])=[CH:6][C:5]([Br:9])=[CH:4][N:3]=1.[CH2:10](OC(OCC)CBr)[CH3:11].Br.C([O-])(O)=O.[Na+]. Product: [Br:9][C:5]1[CH:6]=[C:7]([CH3:8])[C:2]2[N:3]([CH:10]=[CH:11][N:1]=2)[CH:4]=1. The catalyst class is: 351.